This data is from Ames mutagenicity test results for genotoxicity prediction. The task is: Regression/Classification. Given a drug SMILES string, predict its toxicity properties. Task type varies by dataset: regression for continuous values (e.g., LD50, hERG inhibition percentage) or binary classification for toxic/non-toxic outcomes (e.g., AMES mutagenicity, cardiotoxicity, hepatotoxicity). Dataset: ames. (1) The molecule is CCCC(=O)c1c2cccc(O)c2c(O)c2c(O)cccc12. The result is 1 (mutagenic). (2) The compound is CCOC(=O)C(C)Br. The result is 1 (mutagenic). (3) The drug is Cn1c(N)nc2ncc(-c3ccccc3)cc21. The result is 1 (mutagenic).